Task: Predict the reactants needed to synthesize the given product.. Dataset: Full USPTO retrosynthesis dataset with 1.9M reactions from patents (1976-2016) Given the product [Cl:19][C:17]1[CH:16]=[CH:15][C:14]2[N:8]([CH2:7][C:6]([CH3:50])([CH3:49])[CH2:5][OH:4])[C:9](=[O:48])[C@@H:10]([CH2:30][C:31]([NH:33][C:34]3[CH:35]=[CH:36][C:37]4[S:41][C:40]([C:42]([OH:44])=[O:43])=[CH:39][C:38]=4[CH:47]=3)=[O:32])[O:11][C@H:12]([C:20]3[CH:25]=[CH:24][CH:23]=[C:22]([O:26][CH3:27])[C:21]=3[O:28][CH3:29])[C:13]=2[CH:18]=1, predict the reactants needed to synthesize it. The reactants are: C([O:4][CH2:5][C:6]([CH3:50])([CH3:49])[CH2:7][N:8]1[C:14]2[CH:15]=[CH:16][C:17]([Cl:19])=[CH:18][C:13]=2[C@@H:12]([C:20]2[CH:25]=[CH:24][CH:23]=[C:22]([O:26][CH3:27])[C:21]=2[O:28][CH3:29])[O:11][C@H:10]([CH2:30][C:31]([NH:33][C:34]2[CH:35]=[CH:36][C:37]3[S:41][C:40]([C:42]([O:44]CC)=[O:43])=[CH:39][C:38]=3[CH:47]=2)=[O:32])[C:9]1=[O:48])(=O)C.[OH-].[Na+].Cl.